Task: Predict the reactants needed to synthesize the given product.. Dataset: Full USPTO retrosynthesis dataset with 1.9M reactions from patents (1976-2016) Given the product [CH3:1][O:2][C:3]1[C:8]2[N:9]([CH2:16][O:17][CH3:18])[C:10]([C:12]([F:13])([F:14])[F:15])=[N:11][C:7]=2[C:6]([C:19](=[O:26])[C:20]([CH3:30])([CH3:25])[C:21]([O:23][CH3:24])=[O:22])=[CH:5][CH:4]=1, predict the reactants needed to synthesize it. The reactants are: [CH3:1][O:2][C:3]1[C:8]2[N:9]([CH2:16][O:17][CH3:18])[C:10]([C:12]([F:15])([F:14])[F:13])=[N:11][C:7]=2[C:6]([C:19](=[O:26])[CH:20]([CH3:25])[C:21]([O:23][CH3:24])=[O:22])=[CH:5][CH:4]=1.[H-].[Na+].I[CH3:30].[Cl-].[NH4+].